Dataset: Full USPTO retrosynthesis dataset with 1.9M reactions from patents (1976-2016). Task: Predict the reactants needed to synthesize the given product. (1) Given the product [C:16]([C:15]1[CH:14]=[C:13]([N:12]2[C:23](=[O:24])[CH2:22][C:21](=[O:26])[NH:1][C:2]3[C:11]4[CH2:10][CH2:9][CH2:8][CH2:7][C:6]=4[CH:5]=[CH:4][C:3]2=3)[CH:20]=[CH:19][CH:18]=1)#[N:17], predict the reactants needed to synthesize it. The reactants are: [NH2:1][C:2]1[C:11]2[CH2:10][CH2:9][CH2:8][CH2:7][C:6]=2[CH:5]=[CH:4][C:3]=1[NH:12][C:13]1[CH:14]=[C:15]([CH:18]=[CH:19][CH:20]=1)[C:16]#[N:17].[C:21](Cl)(=[O:26])[CH2:22][C:23](Cl)=[O:24]. (2) Given the product [F:3][C:4]1[CH:5]=[C:6]2[C:10](=[C:11]([C:30]([F:32])([F:1])[F:31])[CH:12]=1)[C:9](=[O:14])[N:8]([CH2:15][C:16]1[CH:21]=[CH:20][C:19]([O:22][C:23]([F:26])([F:25])[F:24])=[CH:18][CH:17]=1)[CH2:7]2, predict the reactants needed to synthesize it. The reactants are: [F-:1].[K+].[F:3][C:4]1[CH:5]=[C:6]2[C:10](=[C:11](I)[CH:12]=1)[C:9](=[O:14])[N:8]([CH2:15][C:16]1[CH:21]=[CH:20][C:19]([O:22][C:23]([F:26])([F:25])[F:24])=[CH:18][CH:17]=1)[CH2:7]2.COC(=O)[C:30](Cl)([F:32])[F:31]. (3) Given the product [CH3:11][O:12][C:13](=[O:17])[C:14]([CH3:16])([C:2]1[CH:7]=[N:6][C:5]([N+:8]([O-:10])=[O:9])=[CH:4][CH:3]=1)[CH3:15], predict the reactants needed to synthesize it. The reactants are: Br[C:2]1[CH:3]=[CH:4][C:5]([N+:8]([O-:10])=[O:9])=[N:6][CH:7]=1.[CH3:11][O:12][C:13]([O:17][Si](C)(C)C)=[C:14]([CH3:16])[CH3:15]. (4) The reactants are: [CH3:1][O:2][C:3]1[CH:8]=[CH:7][C:6]([C@@H:9]2[CH2:14][CH2:13][C@H:12]([OH:15])[CH2:11][CH2:10]2)=[CH:5][CH:4]=1.C(N(CC)CC)C.[CH3:23][S:24](Cl)(=[O:26])=[O:25]. Given the product [CH3:23][S:24]([O:15][C@H:12]1[CH2:13][CH2:14][C@@H:9]([C:6]2[CH:5]=[CH:4][C:3]([O:2][CH3:1])=[CH:8][CH:7]=2)[CH2:10][CH2:11]1)(=[O:26])=[O:25], predict the reactants needed to synthesize it. (5) Given the product [CH2:1]([N:5]1[N:6]([CH3:28])[C:7]([C:24]([CH3:26])([CH3:27])[CH3:25])=[CH:8]/[C:9]/1=[N:10]\[C:11](=[O:23])[C:12]1[CH:17]=[C:16]([C:18]([F:21])([F:20])[F:19])[CH:15]=[CH:14][C:13]=1[S:29][CH2:30][CH:31]([OH:33])[CH3:32])[CH2:2][CH2:3][CH3:4], predict the reactants needed to synthesize it. The reactants are: [CH2:1]([N:5]1[N:6]([CH3:28])[C:7]([C:24]([CH3:27])([CH3:26])[CH3:25])=[CH:8]/[C:9]/1=[N:10]\[C:11](=[O:23])[C:12]1[CH:17]=[C:16]([C:18]([F:21])([F:20])[F:19])[CH:15]=[CH:14][C:13]=1F)[CH2:2][CH2:3][CH3:4].[SH:29][CH2:30][CH:31]([OH:33])[CH3:32].C(=O)([O-])[O-].[K+].[K+].O. (6) Given the product [CH2:1]([O:2][C:3](=[O:31])[C@H:4]([OH:30])[CH2:5][N:6]([CH2:15][C:16]1[CH:21]=[CH:20][C:19]([C:22]2[CH:27]=[C:26]([Cl:28])[CH:25]=[CH:24][C:23]=2[F:29])=[CH:18][CH:17]=1)[NH2:7])[CH3:33].[ClH:32], predict the reactants needed to synthesize it. The reactants are: [CH3:1][O:2][C:3](=[O:31])[C@H:4]([OH:30])[CH2:5][N:6]([CH2:15][C:16]1[CH:21]=[CH:20][C:19]([C:22]2[CH:27]=[C:26]([Cl:28])[CH:25]=[CH:24][C:23]=2[F:29])=[CH:18][CH:17]=1)[NH:7]C(OC(C)(C)C)=O.[ClH:32].[CH3:33]CO. (7) The reactants are: [N+:1]([C:4]1[CH:5]=[CH:6][C:7]([O:12][CH2:13][CH2:14][CH3:15])=[C:8]([CH:11]=1)[CH:9]=[O:10])([O-:3])=[O:2].OCC1C=C([N+]([O-])=O)C=CC=1O. Given the product [N+:1]([C:4]1[CH:5]=[CH:6][C:7]([O:12][CH2:13][CH2:14][CH3:15])=[C:8]([CH:11]=1)[CH2:9][OH:10])([O-:3])=[O:2], predict the reactants needed to synthesize it. (8) Given the product [CH3:67][N:68]1[CH2:73][CH2:72][N:71]([C:2]2[CH:3]=[CH:4][C:5]3[C:14]4[C:9](=[N:10][CH:11]=[CH:12][C:13]=4[NH:15][C:16]4[CH:21]=[CH:20][C:19]([NH:22][C:23](=[O:30])[C:24]5[CH:29]=[CH:28][CH:27]=[CH:26][CH:25]=5)=[CH:18][CH:17]=4)[NH:8][C:7](=[O:31])[C:6]=3[CH:32]=2)[CH2:70][CH2:69]1, predict the reactants needed to synthesize it. The reactants are: Cl[C:2]1[CH:3]=[CH:4][C:5]2[C:14]3[C:9](=[N:10][CH:11]=[CH:12][C:13]=3[NH:15][C:16]3[CH:21]=[CH:20][C:19]([NH:22][C:23](=[O:30])[C:24]4[CH:29]=[CH:28][CH:27]=[CH:26][CH:25]=4)=[CH:18][CH:17]=3)[NH:8][C:7](=[O:31])[C:6]=2[CH:32]=1.CC(C1C=C(C(C)C)C(C2C=CC=CC=2P(C2CCCCC2)C2CCCCC2)=C(C(C)C)C=1)C.[CH3:67][N:68]1[CH2:73][CH2:72][NH:71][CH2:70][CH2:69]1.